Dataset: Full USPTO retrosynthesis dataset with 1.9M reactions from patents (1976-2016). Task: Predict the reactants needed to synthesize the given product. (1) Given the product [N:1]1([CH2:9][C:8]([NH2:11])=[O:19])[CH2:6][CH2:5][CH2:4][CH2:3][CH2:2]1, predict the reactants needed to synthesize it. The reactants are: [N:1]1(N)[CH2:6][CH2:5][CH2:4][CH2:3][CH2:2]1.[CH:8]([N:11](C(C)C)CC)(C)[CH3:9].C(Cl)(=[O:19])C.C(=O)(O)[O-].[Na+]. (2) Given the product [C:25]([C@@H:23]([NH:24][C:2]1[C:11]([C:12]([OH:14])=[O:13])=[CH:10][C:9]2[C:4](=[CH:5][CH:6]=[C:7]([Cl:15])[CH:8]=2)[N:3]=1)[CH2:22][C:21]1[CH:28]=[CH:29][C:30]([OH:31])=[C:19]([N+:16]([O-:18])=[O:17])[CH:20]=1)([OH:27])=[O:26], predict the reactants needed to synthesize it. The reactants are: Cl[C:2]1[C:11]([C:12]([OH:14])=[O:13])=[CH:10][C:9]2[C:4](=[CH:5][CH:6]=[C:7]([Cl:15])[CH:8]=2)[N:3]=1.[N+:16]([C:19]1[CH:20]=[C:21]([CH:28]=[CH:29][C:30]=1[OH:31])[CH2:22][C@@H:23]([C:25]([OH:27])=[O:26])[NH2:24])([O-:18])=[O:17]. (3) Given the product [Cl:24][C:23]1[CH:22]=[N:21][CH:20]=[C:19]([Cl:25])[C:18]=1[CH:17]=[CH:16][C:10]1[C:9]2[N:8]([N:7]=[C:6]([CH:2]3[O:3][CH2:4][CH2:5][O:1]3)[CH:27]=2)[C:13]([O:14][CH3:15])=[CH:12][CH:11]=1, predict the reactants needed to synthesize it. The reactants are: [O:1]1[CH2:5][CH2:4][O:3][CH:2]1[C:6]1[CH:27]=[C:9]2[C:10]([CH:16](O)[CH2:17][C:18]3[C:23]([Cl:24])=[CH:22][N:21]=[CH:20][C:19]=3[Cl:25])=[CH:11][CH:12]=[C:13]([O:14][CH3:15])[N:8]2[N:7]=1.N1C=CC=CC=1.FC(F)(F)S(OS(C(F)(F)F)(=O)=O)(=O)=O.[OH-].[Na+].